From a dataset of Reaction yield outcomes from USPTO patents with 853,638 reactions. Predict the reaction yield, written as a fraction of the theoretical maximum amount of product (1.0 means a 100% yield; for example, 0.34 means a 34% yield). (1) The reactants are [NH2:1][OH:2].[CH:3]1([NH:6][CH2:7][C:8]2[CH:13]=[CH:12][C:11]([C:14]#[C:15]/[CH:16]=[CH:17]/[C:18]3[CH:23]=[CH:22][C:21]([C:24](=[O:36])[N:25]([CH:27]([C:32]([NH:34][CH3:35])=[O:33])[C:28](OC)=[O:29])[CH3:26])=[CH:20][CH:19]=3)=[CH:10][CH:9]=2)[CH2:5][CH2:4]1.S([O-])([O-])(=O)=O.[Na+].[Na+]. The catalyst is CO.C(Cl)(Cl)Cl.O.C(OCC)(=O)C. The product is [CH:3]1([NH:6][CH2:7][C:8]2[CH:13]=[CH:12][C:11]([C:14]#[C:15]/[CH:16]=[CH:17]/[C:18]3[CH:19]=[CH:20][C:21]([C:24]([N:25]([CH3:26])[CH:27]([C:32]([NH:34][CH3:35])=[O:33])[C:28]([NH:1][OH:2])=[O:29])=[O:36])=[CH:22][CH:23]=3)=[CH:10][CH:9]=2)[CH2:5][CH2:4]1. The yield is 0.250. (2) The yield is 0.658. The catalyst is C(Cl)Cl. The reactants are [F:1][C:2]1[CH:7]=[CH:6][C:5]([F:8])=[CH:4][C:3]=1[C:9](=O)[CH2:10][CH2:11][CH2:12][NH:13]C(=O)OC(C)(C)C.C(O)(C(F)(F)F)=O. The product is [F:1][C:2]1[CH:7]=[CH:6][C:5]([F:8])=[CH:4][C:3]=1[C:9]1[CH2:10][CH2:11][CH2:12][N:13]=1. (3) The reactants are [F:1][C:2]([F:18])([F:17])[C:3]1[CH:8]=[CH:7][C:6]([CH2:9][NH2:10])=[C:5]([N:11]2[CH2:16][CH2:15][CH2:14][CH2:13][CH2:12]2)[CH:4]=1.ClC(Cl)(O[C:23](=[O:29])[O:24][C:25](Cl)(Cl)Cl)Cl.[N-:31]=[C:32]=[O:33]. The catalyst is CCOC(C)=O.CN(C=O)C. The product is [F:18][C:2]([F:1])([F:17])[C:3]1[CH:8]=[CH:7][C:6]([CH2:9][NH:10][C:32]([NH:31][C:3]2[C:25]3[O:24][C:23](=[O:29])[NH:10][C:9]=3[CH:6]=[CH:5][CH:4]=2)=[O:33])=[C:5]([N:11]2[CH2:16][CH2:15][CH2:14][CH2:13][CH2:12]2)[CH:4]=1. The yield is 0.140. (4) The reactants are [C:1]1([CH2:7][CH2:8][C:9]2[NH:17][C:12]3=[N:13][CH:14]=[CH:15][CH:16]=[C:11]3[CH:10]=2)[CH:6]=[CH:5][CH:4]=[CH:3][CH:2]=1.ClC1C=CC=C(C(OO)=[O:26])C=1. The catalyst is C(#N)C. The product is [C:1]1([CH2:7][CH2:8][C:9]2[NH:17][C:12]3=[N+:13]([O-:26])[CH:14]=[CH:15][CH:16]=[C:11]3[CH:10]=2)[CH:2]=[CH:3][CH:4]=[CH:5][CH:6]=1. The yield is 0.550.